From a dataset of Catalyst prediction with 721,799 reactions and 888 catalyst types from USPTO. Predict which catalyst facilitates the given reaction. (1) Reactant: [CH2:1]1[C:9]2[C:4](=[CH:5][CH:6]=[CH:7][CH:8]=2)[CH2:3][CH:2]1[C@H:10]1[NH:15][C:14](=[O:16])[C@@H:13]([CH:17]([CH2:20][CH3:21])[CH2:18][CH3:19])[N:12]([CH2:22][C:23]2[CH:28]=[CH:27][CH:26]=[CH:25][C:24]=2[S:29](Cl)(=[O:31])=[O:30])[C:11]1=[O:33].C(N(C(C)C)CC)(C)C.Cl.[NH2:44][CH2:45][C:46]([O:48][CH2:49][C:50]1[CH:55]=[CH:54][CH:53]=[CH:52][CH:51]=1)=[O:47].CO. Product: [CH2:1]1[C:9]2[C:4](=[CH:5][CH:6]=[CH:7][CH:8]=2)[CH2:3][CH:2]1[C@H:10]1[NH:15][C:14](=[O:16])[C@@H:13]([CH:17]([CH2:20][CH3:21])[CH2:18][CH3:19])[N:12]([CH2:22][C:23]2[CH:28]=[CH:27][CH:26]=[CH:25][C:24]=2[S:29]([NH:44][CH2:45][C:46]([O:48][CH2:49][C:50]2[CH:55]=[CH:54][CH:53]=[CH:52][CH:51]=2)=[O:47])(=[O:31])=[O:30])[C:11]1=[O:33]. The catalyst class is: 4. (2) The catalyst class is: 46. Reactant: CC([S@]([NH:7][C@@H:8]([C:18]1[CH:23]=[CH:22][CH:21]=[CH:20][CH:19]=1)[C:9]([CH3:17])([C:11]1[CH:16]=[CH:15][CH:14]=[CH:13][N:12]=1)[CH3:10])=O)(C)C.Cl.O1CCOCC1.CO.[OH-].[Na+]. Product: [CH3:17][C:9]([C:11]1[CH:16]=[CH:15][CH:14]=[CH:13][N:12]=1)([CH3:10])[C@H:8]([C:18]1[CH:23]=[CH:22][CH:21]=[CH:20][CH:19]=1)[NH2:7]. (3) Reactant: [Br:1][C:2]1[CH:3]=[C:4]([CH:9]=[C:10]([Br:13])[C:11]=1[OH:12])[C:5]([O:7][CH3:8])=[O:6].CN1CCOCC1.Cl[C:22]([S:24][C:25]1[CH:30]=[CH:29][CH:28]=[CH:27][CH:26]=1)=[S:23]. Product: [Br:1][C:2]1[CH:3]=[C:4]([CH:9]=[C:10]([Br:13])[C:11]=1[O:12][C:22]([S:24][C:25]1[CH:30]=[CH:29][CH:28]=[CH:27][CH:26]=1)=[S:23])[C:5]([O:7][CH3:8])=[O:6]. The catalyst class is: 49.